From a dataset of Catalyst prediction with 721,799 reactions and 888 catalyst types from USPTO. Predict which catalyst facilitates the given reaction. (1) Reactant: [CH3:1][O-].[Na+].[F:4][CH2:5][CH2:6][O:7][CH2:8][CH2:9][O:10][CH2:11][CH2:12][O:13][C:14]1[CH:23]=[CH:22][C:21]2[C:16](=[CH:17][CH:18]=[C:19]([C:24]3[CH:29]=[CH:28][C:27]([NH2:30])=[CH:26][CH:25]=3)[CH:20]=2)[N:15]=1.C=O.[BH4-].[Na+]. The catalyst class is: 138. Product: [F:4][CH2:5][CH2:6][O:7][CH2:8][CH2:9][O:10][CH2:11][CH2:12][O:13][C:14]1[CH:23]=[CH:22][C:21]2[C:16](=[CH:17][CH:18]=[C:19]([C:24]3[CH:29]=[CH:28][C:27]([NH:30][CH3:1])=[CH:26][CH:25]=3)[CH:20]=2)[N:15]=1. (2) Reactant: Cl.Cl.[Cl:3][C:4]1[C:9]([NH:10][S:11]([CH3:14])(=[O:13])=[O:12])=[CH:8][C:7]([C:15]2[CH:16]=[CH:17][C:18]3[O:24][CH2:23][CH2:22][NH:21][CH2:20][C:19]=3[CH:25]=2)=[CH:6][N:5]=1.Cl[C:27]1[C:32]([CH:33]([CH3:35])[CH3:34])=[C:31]([CH3:36])[N:30]=[C:29]([NH2:37])[N:28]=1.C(N(C(C)C)CC)(C)C.O. Product: [NH2:37][C:29]1[N:28]=[C:27]([N:21]2[CH2:20][C:19]3[CH:25]=[C:15]([C:7]4[CH:8]=[C:9]([NH:10][S:11]([CH3:14])(=[O:13])=[O:12])[C:4]([Cl:3])=[N:5][CH:6]=4)[CH:16]=[CH:17][C:18]=3[O:24][CH2:23][CH2:22]2)[C:32]([CH:33]([CH3:34])[CH3:35])=[C:31]([CH3:36])[N:30]=1. The catalyst class is: 37. (3) Reactant: C([Li])CCC.Br[C:7]1[CH:12]=[C:11]([F:13])[C:10]([F:14])=[CH:9][C:8]=1[CH3:15].[B:16](OC)([O:19]C)[O:17]C. Product: [F:14][C:10]1[C:11]([F:13])=[CH:12][C:7]([B:16]([OH:19])[OH:17])=[C:8]([CH3:15])[CH:9]=1. The catalyst class is: 7. (4) Reactant: [NH2:1][C:2]1[C:3]([OH:13])=[C:4]([CH:7]=[CH:8][C:9]=1[N+:10]([O-:12])=[O:11])[C:5]#[N:6].[C:14](OCC)(OCC)(OCC)[CH3:15].C1(C)C=CC(S([O-])(=O)=O)=CC=1.[NH+]1C=CC=CC=1. Product: [CH3:14][C:15]1[O:13][C:3]2[C:4]([C:5]#[N:6])=[CH:7][CH:8]=[C:9]([N+:10]([O-:12])=[O:11])[C:2]=2[N:1]=1. The catalyst class is: 113. (5) Product: [CH2:1]([O:8][C:9]1[CH:14]=[CH:13][C:12]([C:15]2[N:16]=[N:17][N:18]([CH3:24])[N:19]=2)=[CH:11][C:10]=1[F:20])[C:2]1[CH:3]=[CH:4][CH:5]=[CH:6][CH:7]=1.[CH2:1]([O:8][C:9]1[CH:14]=[CH:13][C:12]([C:15]2[N:19]([CH3:24])[N:18]=[N:17][N:16]=2)=[CH:11][C:10]=1[F:20])[C:2]1[CH:3]=[CH:4][CH:5]=[CH:6][CH:7]=1. The catalyst class is: 30. Reactant: [CH2:1]([O:8][C:9]1[CH:14]=[CH:13][C:12]([C:15]2[NH:19][N:18]=[N:17][N:16]=2)=[CH:11][C:10]=1[F:20])[C:2]1[CH:7]=[CH:6][CH:5]=[CH:4][CH:3]=1.[H-].[Na+].I[CH3:24].